From a dataset of Forward reaction prediction with 1.9M reactions from USPTO patents (1976-2016). Predict the product of the given reaction. (1) The product is: [CH3:8][O:9][C:10]1[CH:15]=[CH:14][C:13]([C:2]2[S:3][CH:4]=[CH:5][C:6]=2[CH3:7])=[CH:12][N:11]=1. Given the reactants Br[C:2]1[S:3][CH:4]=[CH:5][C:6]=1[CH3:7].[CH3:8][O:9][C:10]1[CH:15]=[CH:14][C:13](B(O)O)=[CH:12][N:11]=1, predict the reaction product. (2) Given the reactants [CH2:1]([CH:11]([CH2:13][O:14][CH2:15][CH:16]([O:19][CH2:20][CH2:21][O:22][CH2:23][CH2:24][O:25][CH2:26][CH2:27][O:28][CH2:29][CH2:30][O:31][CH2:32][CH2:33][O:34][CH2:35][CH2:36][O:37][CH2:38][CH2:39][O:40][CH2:41][CH2:42][OH:43])[CH2:17][CH3:18])C)[CH2:2][CH2:3][CH2:4][CH2:5][CH2:6][CH2:7][CH2:8][CH2:9][CH3:10].[CH2:44](OCCOCC(OCCOCCOCCOCCOCCOCCOCCOCCO)CC)CCCCCCCCCCCC.C(C(COCCOCCOCCOCCOCCOCCOCCOCCOCCOCC(O)CC)C)CCCCCCCCC.C(OCCOC(COCCOCCOCCOCCOCCOCCOCCOCCOCCO)CC)CCCCCCCCCCCCCCC.C(OCC(OCCOCCOCCOCCOCCOCCOCCOCCOCC(O)CC)CC)CCCCCCCCCCC, predict the reaction product. The product is: [CH2:13]([O:14][CH2:15][CH:16]([O:19][CH2:20][CH2:21][O:22][CH2:23][CH2:24][O:25][CH2:26][CH2:27][O:28][CH2:29][CH2:30][O:31][CH2:32][CH2:33][O:34][CH2:35][CH2:36][O:37][CH2:38][CH2:39][O:40][CH2:41][CH2:42][OH:43])[CH2:17][CH3:18])[CH2:11][CH2:1][CH2:2][CH2:3][CH2:4][CH2:5][CH2:6][CH2:7][CH2:8][CH2:9][CH2:10][CH3:44]. (3) Given the reactants C(O[C:4]([C:6]1[S:23][C:9]2[N:10]=[C:11](SC)[N:12]=[C:13]([C:14]3[CH:19]=[CH:18][C:17]([Cl:20])=[CH:16][CH:15]=3)[C:8]=2[CH:7]=1)=[O:5])C.[Li+].[OH-].Cl.C[CH2:28][N:29]=C=NCCCN(C)C.C1C=CC2N(O)N=[N:44]C=2C=1.CN.C1C=C(Cl)C=C(C(OO)=O)C=1, predict the reaction product. The product is: [CH3:28][NH:29][C:4]([C:6]1[S:23][C:9]2[N:10]=[C:11]([NH2:44])[N:12]=[C:13]([C:14]3[CH:15]=[CH:16][C:17]([Cl:20])=[CH:18][CH:19]=3)[C:8]=2[CH:7]=1)=[O:5]. (4) Given the reactants [CH2:1]([O:8][C:9]([NH:11][C@@H:12]([C:16]([OH:18])=O)[CH:13]([CH3:15])[CH3:14])=[O:10])[C:2]1[CH:7]=[CH:6][CH:5]=[CH:4][CH:3]=1.C(N(CC)CC)C.ClC(OCC(C)C)=O.C(OC(N[C@@H](C(OC(OCC(C)C)=O)=O)C(C)C)=O)C1C=CC=CC=1.[N+:59](=[CH2:61])=[N-:60], predict the reaction product. The product is: [N+:59](=[CH:61][C:16](=[O:18])[C@H:12]([NH:11][C:9](=[O:10])[O:8][CH2:1][C:2]1[CH:3]=[CH:4][CH:5]=[CH:6][CH:7]=1)[CH:13]([CH3:14])[CH3:15])=[N-:60]. (5) The product is: [ClH:1].[C:2]([C:4]1[CH:9]=[CH:8][N:7]=[C:6]([NH:10][C:11]2[N:16]=[C:15]([C:17]3[CH:18]=[N:19][C:20]([N:23]4[CH2:24][CH2:25][N:26]([CH2:29][C:30]([NH2:37])=[O:31])[CH2:27][CH2:28]4)=[CH:21][CH:22]=3)[CH:14]=[C:13]([CH:33]3[CH2:35][CH2:34]3)[CH:12]=2)[CH:5]=1)#[N:3]. Given the reactants [ClH:1].[C:2]([C:4]1[CH:9]=[CH:8][N:7]=[C:6]([NH:10][C:11]2[N:16]=[C:15]([C:17]3[CH:18]=[N:19][C:20]([N:23]4[CH2:28][CH2:27][N:26]([CH2:29][C:30](O)=[O:31])[CH2:25][CH2:24]4)=[CH:21][CH:22]=3)[CH:14]=[C:13]([CH:33]3[CH2:35][CH2:34]3)[CH:12]=2)[CH:5]=1)#[N:3].C[N:37](C=O)C.C(N(CC)C(C)C)(C)C.[Cl-].[NH4+], predict the reaction product. (6) Given the reactants [Cl:1][C:2]1[CH:3]=[C:4]([C@@H:15]([NH:22][C:23](=[O:43])[CH2:24][NH:25][C:26](=[O:42])[C:27]2[CH:32]=[C:31]([NH:33][C:34]3[NH:35][CH2:36][CH:37]([OH:40])[CH2:38][N:39]=3)[CH:30]=[C:29]([OH:41])[CH:28]=2)[CH2:16][C:17]([O:19]CC)=[O:18])[CH:5]=[C:6]([C:8]([OH:14])([CH3:13])[C:9]([F:12])([F:11])[F:10])[CH:7]=1.O.[OH-].[Li+].ClCCl, predict the reaction product. The product is: [Cl:1][C:2]1[CH:3]=[C:4]([C@@H:15]([NH:22][C:23](=[O:43])[CH2:24][NH:25][C:26](=[O:42])[C:27]2[CH:32]=[C:31]([NH:33][C:34]3[NH:39][CH2:38][CH:37]([OH:40])[CH2:36][N:35]=3)[CH:30]=[C:29]([OH:41])[CH:28]=2)[CH2:16][C:17]([OH:19])=[O:18])[CH:5]=[C:6]([C:8]([OH:14])([CH3:13])[C:9]([F:12])([F:10])[F:11])[CH:7]=1. (7) Given the reactants [F:1][C:2]1[CH:17]=[CH:16][CH:15]=[C:14]([F:18])[C:3]=1[CH2:4][O:5][C:6]1[C:7]([NH2:13])=[N:8][CH:9]=[C:10]([CH3:12])[CH:11]=1.Cl[CH:20]([C:26](=O)[C:27]([F:30])([F:29])[F:28])[C:21]([O:23][CH2:24][CH3:25])=[O:22], predict the reaction product. The product is: [F:1][C:2]1[CH:17]=[CH:16][CH:15]=[C:14]([F:18])[C:3]=1[CH2:4][O:5][C:6]1[C:7]2[N:8]([C:20]([C:21]([O:23][CH2:24][CH3:25])=[O:22])=[C:26]([C:27]([F:28])([F:30])[F:29])[N:13]=2)[CH:9]=[C:10]([CH3:12])[CH:11]=1. (8) Given the reactants [NH2:1][C:2]1[CH:7]=[CH:6][C:5]([N:8]([CH3:13])[S:9]([CH3:12])(=[O:11])=[O:10])=[CH:4][C:3]=1[SH:14].C(N(CC)CC)C.Cl[CH2:23][C:24](=O)[CH2:25][C:26]([O:28][CH2:29][CH3:30])=[O:27], predict the reaction product. The product is: [CH2:29]([O:28][C:26](=[O:27])[CH2:25][C:24]1[NH:1][C:2]2[CH:7]=[CH:6][C:5]([N:8]([S:9]([CH3:12])(=[O:11])=[O:10])[CH3:13])=[CH:4][C:3]=2[S:14][CH:23]=1)[CH3:30]. (9) Given the reactants [CH2:1]([O:3][C:4](=[O:22])[C:5]([CH3:21])([O:7][C:8]1[CH:13]=[CH:12][C:11]([O:14][CH2:15][CH2:16][CH2:17][C:18]#[CH:19])=[CH:10][C:9]=1[CH3:20])[CH3:6])[CH3:2].I[C:24]1[CH:29]=[CH:28][C:27]([C:30]([F:33])([F:32])[F:31])=[CH:26][CH:25]=1, predict the reaction product. The product is: [CH2:1]([O:3][C:4](=[O:22])[C:5]([CH3:21])([O:7][C:8]1[CH:13]=[CH:12][C:11]([O:14][CH2:15][CH2:16][CH2:17][C:18]#[C:19][C:24]2[CH:29]=[CH:28][C:27]([C:30]([F:33])([F:32])[F:31])=[CH:26][CH:25]=2)=[CH:10][C:9]=1[CH3:20])[CH3:6])[CH3:2].